Dataset: Reaction yield outcomes from USPTO patents with 853,638 reactions. Task: Predict the reaction yield, written as a fraction of the theoretical maximum amount of product (1.0 means a 100% yield; for example, 0.34 means a 34% yield). (1) The reactants are [Br:1]Br.[F:3][C:4]1[CH:9]=[CH:8][C:7]([C:10]2[O:22][C:13]3[CH:14]=[CH:15][C:16]4[O:20][CH:19]([CH3:21])[CH2:18][C:17]=4[C:12]=3[C:11]=2[C:23]([NH:25][CH3:26])=[O:24])=[CH:6][CH:5]=1.[O-]S([O-])(=S)=O.[Na+].[Na+]. The catalyst is C(O)(=O)C. The product is [Br:1][C:15]1[C:16]2[O:20][CH:19]([CH3:21])[CH2:18][C:17]=2[C:12]2[C:11]([C:23]([NH:25][CH3:26])=[O:24])=[C:10]([C:7]3[CH:8]=[CH:9][C:4]([F:3])=[CH:5][CH:6]=3)[O:22][C:13]=2[CH:14]=1. The yield is 0.700. (2) The reactants are [Si]([O:8][CH:9]1[CH2:14][CH2:13][N:12]([C:15]([C:28]2[CH:33]=[CH:32][CH:31]=[CH:30][CH:29]=2)([C:22]2[CH:27]=[CH:26][CH:25]=[CH:24][CH:23]=2)[C:16]2[CH:21]=[CH:20][CH:19]=[CH:18][CH:17]=2)[CH2:11]/[C:10]/1=[CH:34]\[C:35]1[O:39][CH:38]=[N:37][CH:36]=1)(C(C)(C)C)(C)C.[F-].C([N+](CCCC)(CCCC)CCCC)CCC. The catalyst is O1CCCC1.C(OCC)(=O)C. The product is [O:39]1[C:35](/[CH:34]=[C:10]2\[CH2:11][N:12]([C:15]([C:28]3[CH:33]=[CH:32][CH:31]=[CH:30][CH:29]=3)([C:22]3[CH:23]=[CH:24][CH:25]=[CH:26][CH:27]=3)[C:16]3[CH:21]=[CH:20][CH:19]=[CH:18][CH:17]=3)[CH2:13][CH2:14][CH:9]\2[OH:8])=[CH:36][N:37]=[CH:38]1. The yield is 0.650.